This data is from Experimentally validated miRNA-target interactions with 360,000+ pairs, plus equal number of negative samples. The task is: Binary Classification. Given a miRNA mature sequence and a target amino acid sequence, predict their likelihood of interaction. (1) The miRNA is hsa-miR-6801-3p with sequence ACCCCUGCCACUCACUGGCC. The protein sequence of the target gene is MVDAAGFESVAQCPRELHQMMAAAADGLGSIALDTTQLNMSVTDPTAWATAMNNLGMVPVGLPGQQLVSDSICVPGFDPGLNMMTGITPINPMIPGLGLVPPPPPTEVAVVKEIIHCKSCTLFPQNPNLPPPSTRERPPGCKTVFVGGLPENATEEIIQEVFEQCGDITAIRKSKKNFCHIRFAEEFMVDKAIYLSGYRMRLGSSTDKKDSGRLHVDFAQARDDFYEWECKQRMRAREERHRRKLEEDRLRPPSPPAIMHYSEHEAALLADKLKDDSKFSEAITVLLSWIERGEVNRRSA.... Result: 0 (no interaction). (2) The miRNA is mmu-miR-29b-2-5p with sequence CUGGUUUCACAUGGUGGCUUAGAUU. The protein sequence of the target gene is MASGSVAECLQQETTCPVCLQYFVEPMMLDCGHNICCACLARCWGAAETNVSCPQCRETFPQRHMRPNRHLANVTQLVKQLRTERPSGPGGEMGVCEKHREPLKLYCEQDQMPICVVCDRSREHRGHSVLPLEEAVEGFKEQIQNRLDHLRRVKDLKKRRRAQGEQARAELLSLTQMEREKIVWEFEQLYHSLKEHEYRLLARLEELDLAIYNSINGAITQFSCNISHLSGLIAQLEEKQQQPTRELLQDIGDTLSRAERIRIPEPWITPPDLQEKIHIFAQKCLFLTESLKQFTEKMQS.... Result: 0 (no interaction). (3) The miRNA is mmu-miR-130a-3p with sequence CAGUGCAAUGUUAAAAGGGCAU. The protein sequence of the target gene is MAWSASVRGLGQRVLACSRELPGAWRTLHTSAVCAKNRAARVRVAKGNKPVSYEEAHAPHYIAHRKGWLSLHTGNLDGEDHAAERTLEDVFLRKFMMGTFPGCLADQIVLKRRANQVDICALVLRQLPAHKFYFLVGYSETLLSHFYKCPVRLHLQTVPSKVVYKYI. Result: 0 (no interaction). (4) The miRNA is hsa-miR-6780a-5p with sequence UUGGGAGGGAAGACAGCUGGAGA. The protein sequence of the target gene is MAYLSECRLRLEKGFILDGVAVSTAARAYGRSRPKLWSAIPPYNAQQDYHARSYFQSHVVPPLLRKTDQDHGGTGRDGWIVDYIHIFGQGQRYLNRRNWAGTGHSLQQVTGHDHYNADLKPIDGFNGRFGYRRNTPALRQSTSVFGEVTHFPLF. Result: 0 (no interaction). (5) The miRNA is hsa-miR-1305 with sequence UUUUCAACUCUAAUGGGAGAGA. The protein sequence of the target gene is MPVQAPQWTDFLSCPICTQTFDETIRKPISLGCGHTVCKMCLNKLHRKACPFDQTTINTDIELLPVNSALLQLVGAQVPEQQPITLCSGVEDTKHYEEAKKCVEELALYLKPLSSARGVGLNSTTQSVLSRPMQRKLVTLVHCQLVEEEGRIRAMRAARSLGERTVTELILQHQNPQQLSSNLWAAVRARGCQFLGPAMQEEALKLVLLALEDGSALSRKVLVLFVVQRLEPRFPQASKTSIGHVVQLLYRASCFKVTKRDEDSSLMQLKEEFRTYEALRREHDSQIVQIAMEAGLRIAP.... Result: 1 (interaction).